This data is from Reaction yield outcomes from USPTO patents with 853,638 reactions. The task is: Predict the reaction yield, written as a fraction of the theoretical maximum amount of product (1.0 means a 100% yield; for example, 0.34 means a 34% yield). The reactants are [C:1](/[CH:3]=[CH:4]/[S:5]([C:8]1[CH:13]=[CH:12][C:11]([C:14]([CH3:19])([CH3:18])[C:15]([OH:17])=O)=[CH:10][CH:9]=1)(=[O:7])=[O:6])#[N:2].[NH:20]1[CH2:25][CH2:24][O:23][CH2:22][CH2:21]1.Cl.CN(C)CCCN=C=NCC.ON1C2C=CC=CC=2N=N1.C(=O)(O)[O-].[Na+]. The catalyst is O1CCCC1. The product is [CH3:18][C:14]([C:11]1[CH:10]=[CH:9][C:8]([S:5](/[CH:4]=[CH:3]/[C:1]#[N:2])(=[O:6])=[O:7])=[CH:13][CH:12]=1)([CH3:19])[C:15]([N:20]1[CH2:25][CH2:24][O:23][CH2:22][CH2:21]1)=[O:17]. The yield is 0.170.